From a dataset of Reaction yield outcomes from USPTO patents with 853,638 reactions. Predict the reaction yield, written as a fraction of the theoretical maximum amount of product (1.0 means a 100% yield; for example, 0.34 means a 34% yield). (1) The product is [Br:16][C:3]1[C:4]2[CH:5]=[CH:6][C:7]3[C:12](=[CH:11][CH:10]=[CH:9][CH:8]=3)[C:13]=2[CH:14]=[CH:15][CH:2]=1. The catalyst is C1COCC1.O. The yield is 0.660. The reactants are N[C:2]1[CH:15]=[CH:14][C:13]2[C:12]3[C:7](=[CH:8][CH:9]=[CH:10][CH:11]=3)[CH:6]=[CH:5][C:4]=2[C:3]=1[Br:16].Cl.N([O-])=O.[Na+].[PH2](=O)O. (2) The reactants are [C:1]([O-:4])(=[S:3])[CH3:2].[K+].Cl[C@H:7]([CH2:11][C:12]1[CH:17]=[CH:16][CH:15]=[CH:14][CH:13]=1)[C:8]([OH:10])=[O:9].S([O-])([O-])(=O)=S.[Na+].[Na+]. The catalyst is CN(C)C=O. The product is [C:1]([S:3][C@@H:7]([CH2:11][C:12]1[CH:17]=[CH:16][CH:15]=[CH:14][CH:13]=1)[C:8]([OH:10])=[O:9])(=[O:4])[CH3:2]. The yield is 0.830. (3) The reactants are [NH:1]1[CH2:5][CH2:4][N:3]=[C:2]1[C:6]1[CH:12]=[CH:11][CH:10]=[CH:9][C:7]=1[NH2:8].[N:13]#[C:14][Br:15]. The catalyst is CO. The product is [BrH:15].[N:3]1[CH2:4][CH2:5][N:1]2[C:2]=1[C:6]1[CH:12]=[CH:11][CH:10]=[CH:9][C:7]=1[N:8]=[C:14]2[NH2:13]. The yield is 0.600. (4) The reactants are [CH3:1][NH:2][CH2:3][C:4]([CH3:17])([O:6][C:7]1[CH:16]=[CH:15][C:10]([C:11]([O:13][CH3:14])=[O:12])=[CH:9][CH:8]=1)[CH3:5].[F:18][C:19]1[CH:24]=[CH:23][CH:22]=[CH:21][C:20]=1[NH:25][C:26](=[O:40])[NH:27][C:28]1[CH:33]=[CH:32][C:31]([CH2:34][C:35](O)=[O:36])=[CH:30][C:29]=1[O:38][CH3:39].C(Cl)CCl.O. The catalyst is CN(C1C=CN=CC=1)C.CN(C=O)C. The product is [F:18][C:19]1[CH:24]=[CH:23][CH:22]=[CH:21][C:20]=1[NH:25][C:26](=[O:40])[NH:27][C:28]1[CH:33]=[CH:32][C:31]([CH2:34][C:35]([CH2:1][NH:2][CH2:3][C:4]([CH3:17])([O:6][C:7]2[CH:16]=[CH:15][C:10]([C:11]([O:13][CH3:14])=[O:12])=[CH:9][CH:8]=2)[CH3:5])=[O:36])=[CH:30][C:29]=1[O:38][CH3:39]. The yield is 0.441. (5) The reactants are Cl[CH:2]([O:4][C:5](=[O:32])[N:6]([C:29](=[O:31])[CH3:30])[CH2:7][C@@H:8]1[O:12][C:11](=[O:13])[N:10]([C:14]2[CH:19]=[CH:18][C:17]([CH:20]3[CH2:25][CH2:24][S:23](=[O:27])(=[O:26])[CH2:22][CH2:21]3)=[C:16]([F:28])[CH:15]=2)[CH2:9]1)[CH3:3].[I-].[Na+].[C:35]([O-:39])(=[O:38])[CH2:36][CH3:37].[Cs+].O. The catalyst is C(#N)C. The yield is 0.670. The product is [C:29]([N:6]([CH2:7][C@@H:8]1[O:12][C:11](=[O:13])[N:10]([C:14]2[CH:19]=[CH:18][C:17]([CH:20]3[CH2:25][CH2:24][S:23](=[O:27])(=[O:26])[CH2:22][CH2:21]3)=[C:16]([F:28])[CH:15]=2)[CH2:9]1)[C:5]([O:4][CH:2]([O:39][C:35](=[O:38])[CH2:36][CH3:37])[CH3:3])=[O:32])(=[O:31])[CH3:30]. (6) The reactants are S1C2C=CC=CC=2N=C1.[CH3:10][CH2:11][N:12]1[C:13]2[CH:18]=[C:17]([O:19][CH3:20])[CH:16]=[CH:15][C:14]=2[S:21]/[C:22]/1=[CH:23]\C(C)=O.COC1C=CC2SC(C)=NC=2C=1.C([I:41])C. The product is [I-:41].[CH2:11]([N+:12]1[C:13]2[CH:18]=[C:17]([O:19][CH3:20])[CH:16]=[CH:15][C:14]=2[S:21][C:22]=1[CH3:23])[CH3:10]. No catalyst specified. The yield is 0.719. (7) The reactants are [Cl-].[Al+3].[Cl-].[Cl-].[Cl-].C[NH+](C)C.C([O:17][C:18]1[C:19]([C:25](=[O:27])[CH3:26])=[N:20][C:21]([Br:24])=[CH:22][CH:23]=1)C1C=CC=CC=1. The catalyst is C1(C)C=CC=CC=1. The product is [Br:24][C:21]1[N:20]=[C:19]([C:25](=[O:27])[CH3:26])[C:18]([OH:17])=[CH:23][CH:22]=1. The yield is 0.830. (8) The reactants are [CH3:1][O:2][C:3](=[O:11])[C:4]1[CH:9]=[CH:8][N:7]=[C:6]([NH2:10])[CH:5]=1.C1C(=O)N([Br:19])C(=O)C1. The catalyst is CN(C=O)C.CCOC(C)=O. The product is [CH3:1][O:2][C:3](=[O:11])[C:4]1[C:9]([Br:19])=[CH:8][N:7]=[C:6]([NH2:10])[CH:5]=1. The yield is 0.350. (9) The reactants are [CH3:1][N:2]1[C:14]2[C:13]3[N:12]=[C:11](OS(C(F)(F)F)(=O)=O)[N:10]=[CH:9][C:8]=3[CH2:7][CH2:6][C:5]=2[C:4]([C:23]([O:25][CH2:26][CH3:27])=[O:24])=[N:3]1.[NH2:28][CH:29]1[CH2:33][CH2:32][N:31]([C:34]([O:36][C:37]([CH3:40])([CH3:39])[CH3:38])=[O:35])[CH2:30]1.C(OCC)C. The catalyst is O1CCOCC1. The product is [C:37]([O:36][C:34]([N:31]1[CH2:32][CH2:33][CH:29]([NH:28][C:11]2[N:10]=[CH:9][C:8]3[CH2:7][CH2:6][C:5]4[C:4]([C:23]([O:25][CH2:26][CH3:27])=[O:24])=[N:3][N:2]([CH3:1])[C:14]=4[C:13]=3[N:12]=2)[CH2:30]1)=[O:35])([CH3:40])([CH3:38])[CH3:39]. The yield is 0.880. (10) The reactants are [N+:1]([C:4]1[CH:5]=[N:6][N:7]([CH:9]2[CH2:14][CH2:13][O:12][CH2:11][CH2:10]2)[CH:8]=1)([O-])=O. The catalyst is CO.[Pd]. The product is [O:12]1[CH2:11][CH2:10][CH:9]([N:7]2[CH:8]=[C:4]([NH2:1])[CH:5]=[N:6]2)[CH2:14][CH2:13]1. The yield is 0.950.